From a dataset of Reaction yield outcomes from USPTO patents with 853,638 reactions. Predict the reaction yield, written as a fraction of the theoretical maximum amount of product (1.0 means a 100% yield; for example, 0.34 means a 34% yield). The reactants are [C:1]([O:20][CH2:21][C@@H:22]([OH:26])[CH2:23][CH2:24][OH:25])([C:14]1[CH:19]=[CH:18][CH:17]=[CH:16][CH:15]=1)([C:8]1[CH:13]=[CH:12][CH:11]=[CH:10][CH:9]=1)[C:2]1[CH:7]=[CH:6][CH:5]=[CH:4][CH:3]=1.N1C=CN=C1.[Si:32](Cl)([C:35]([CH3:38])([CH3:37])[CH3:36])([CH3:34])[CH3:33]. The catalyst is CN(C=O)C.C1(C)C=CC=CC=1. The product is [Si:32]([O:25][CH2:24][CH2:23][C@H:22]([OH:26])[CH2:21][O:20][C:1]([C:8]1[CH:13]=[CH:12][CH:11]=[CH:10][CH:9]=1)([C:14]1[CH:15]=[CH:16][CH:17]=[CH:18][CH:19]=1)[C:2]1[CH:3]=[CH:4][CH:5]=[CH:6][CH:7]=1)([C:35]([CH3:38])([CH3:37])[CH3:36])([CH3:34])[CH3:33]. The yield is 0.826.